This data is from Full USPTO retrosynthesis dataset with 1.9M reactions from patents (1976-2016). The task is: Predict the reactants needed to synthesize the given product. (1) Given the product [CH3:27][O:26][C:23]1[CH:22]=[CH:21][C:20]([S:17]([NH:16][CH2:15][C:11]2[CH:10]=[C:9]([C:5]3[CH:6]=[CH:7][CH:8]=[C:3]([CH2:1][N:35]4[CH2:40][CH2:39][NH:38][CH2:37][CH2:36]4)[CH:4]=3)[CH:14]=[CH:13][CH:12]=2)(=[O:18])=[O:19])=[CH:25][CH:24]=1, predict the reactants needed to synthesize it. The reactants are: [CH:1]([C:3]1[CH:4]=[C:5]([C:9]2[CH:14]=[CH:13][CH:12]=[C:11]([CH2:15][NH:16][S:17]([C:20]3[CH:25]=[CH:24][C:23]([O:26][CH3:27])=[CH:22][CH:21]=3)(=[O:19])=[O:18])[CH:10]=2)[CH:6]=[CH:7][CH:8]=1)=O.[O-]S([O-])(=O)=O.[Na+].[Na+].[N:35]1(C(OC(C)(C)C)=O)[CH2:40][CH2:39][NH:38][CH2:37][CH2:36]1.[BH-](OC(C)=O)(OC(C)=O)OC(C)=O.[Na+]. (2) Given the product [OH:1][C:2]1[CH:7]=[CH:6][C:5]([C:8]2[C:9]([CH2:21][N:22]([C:23]3[CH:28]=[CH:27][CH:26]=[CH:25][C:24]=3[O:29][CH3:30])[C:53]([O:52][CH2:51][CH:49]3[C:48]4[CH:47]=[CH:46][CH:45]=[CH:44][C:43]=4[C:42]4[C:50]3=[CH:38][CH:39]=[CH:40][CH:41]=4)=[O:54])=[C:10]3[C:15](=[CH:16][CH:17]=2)[NH:14][C:13]([CH3:19])([CH3:18])[CH:12]=[C:11]3[CH3:20])=[C:4]([O:31][CH3:32])[CH:3]=1, predict the reactants needed to synthesize it. The reactants are: [OH:1][C:2]1[CH:7]=[CH:6][C:5]([C:8]2[C:9]([CH2:21][NH:22][C:23]3[CH:28]=[CH:27][CH:26]=[CH:25][C:24]=3[O:29][CH3:30])=[C:10]3[C:15](=[CH:16][CH:17]=2)[NH:14][C:13]([CH3:19])([CH3:18])[CH:12]=[C:11]3[CH3:20])=[C:4]([O:31][CH3:32])[CH:3]=1.C(=O)([O-])O.[Na+].[CH:38]1[C:50]2[CH:49]([CH2:51][O:52][C:53](Cl)=[O:54])[C:48]3[C:43](=[CH:44][CH:45]=[CH:46][CH:47]=3)[C:42]=2[CH:41]=[CH:40][CH:39]=1. (3) Given the product [CH2:17]([O:16][C:14]([C:10]1[CH:9]=[C:8]([C:5]2[CH:6]=[CH:7][C:2]([C:22]([F:33])([F:32])[F:21])([C:58]3[CH:63]=[CH:62][CH:61]=[CH:60][CH:59]=3)[CH2:3][CH:4]=2)[CH:13]=[CH:12][CH:11]=1)=[O:15])[CH2:18][CH2:19][CH3:20], predict the reactants needed to synthesize it. The reactants are: Br[C:2]1[CH:7]=[CH:6][C:5]([C:8]2[CH:13]=[CH:12][CH:11]=[C:10]([C:14]([O:16][CH2:17][CH2:18][CH2:19][CH3:20])=[O:15])[CH:9]=2)=[CH:4][CH:3]=1.[F:21][C:22]([F:33])([F:32])C1C=CC(B(O)O)=CC=1.C(=O)([O-])[O-].[K+].[K+].C1OCCOCCOCCOCCOCCOC1.[C:58]1(C)[CH:63]=[CH:62][CH:61]=[CH:60][CH:59]=1. (4) Given the product [C:1]([O:4][C@@H:5]1[C@@H:18]([O:19][C:20](=[O:22])[CH3:21])[C@H:17]([O:23][C:24](=[O:26])[CH3:25])[CH2:16][S:15][C@H:6]1[O:7][C:8]1[CH:9]=[N:10][CH:11]=[C:12]([C:31]2[CH:32]=[CH:33][C:28]([F:27])=[C:29]([CH3:37])[CH:30]=2)[CH:13]=1)(=[O:3])[CH3:2], predict the reactants needed to synthesize it. The reactants are: [C:1]([O:4][C@@H:5]1[C@@H:18]([O:19][C:20](=[O:22])[CH3:21])[C@H:17]([O:23][C:24](=[O:26])[CH3:25])[CH2:16][S:15][C@H:6]1[O:7][C:8]1[CH:9]=[N:10][CH:11]=[C:12](Br)[CH:13]=1)(=[O:3])[CH3:2].[F:27][C:28]1[CH:33]=[CH:32][C:31](B(O)O)=[CH:30][C:29]=1[CH3:37].